From a dataset of Forward reaction prediction with 1.9M reactions from USPTO patents (1976-2016). Predict the product of the given reaction. Given the reactants [Br:1][C:2]1[N:6]2[N:7]=[C:8](Cl)[CH:9]=[CH:10][C:5]2=[N:4][CH:3]=1.[N:12]1([CH2:17][CH2:18][CH2:19][NH2:20])[CH2:16][CH2:15][CH2:14][CH2:13]1, predict the reaction product. The product is: [Br:1][C:2]1[N:6]2[N:7]=[C:8]([NH:20][CH2:19][CH2:18][CH2:17][N:12]3[CH2:16][CH2:15][CH2:14][CH2:13]3)[CH:9]=[CH:10][C:5]2=[N:4][CH:3]=1.